From a dataset of Reaction yield outcomes from USPTO patents with 853,638 reactions. Predict the reaction yield, written as a fraction of the theoretical maximum amount of product (1.0 means a 100% yield; for example, 0.34 means a 34% yield). (1) The reactants are [C:1]([NH:5][C:6]1[S:7][C:8]2[N:9]=[CH:10][N:11]=[C:12](Cl)[C:13]=2[N:14]=1)([CH3:4])([CH3:3])[CH3:2].[CH2:16]([N:19]1[CH:23]=[CH:22][N:21]=[C:20]1[C:24]1[S:25][C:26]([Sn](CCCC)(CCCC)CCCC)=[CH:27][C:28]=1[C:29]1[CH:34]=[CH:33][C:32]([Cl:35])=[CH:31][C:30]=1[Cl:36])[CH:17]=[CH2:18]. The catalyst is Cl[Pd](Cl)([P](C1C=CC=CC=1)(C1C=CC=CC=1)C1C=CC=CC=1)[P](C1C=CC=CC=1)(C1C=CC=CC=1)C1C=CC=CC=1.CN(C=O)C. The yield is 0.750. The product is [CH2:16]([N:19]1[CH:23]=[CH:22][N:21]=[C:20]1[C:24]1[S:25][C:26]([C:12]2[C:13]3[N:14]=[C:6]([NH:5][C:1]([CH3:4])([CH3:3])[CH3:2])[S:7][C:8]=3[N:9]=[CH:10][N:11]=2)=[CH:27][C:28]=1[C:29]1[CH:34]=[CH:33][C:32]([Cl:35])=[CH:31][C:30]=1[Cl:36])[CH:17]=[CH2:18]. (2) The reactants are [NH2:1][C:2]1[CH:3]=[C:4]([CH:8]2[CH2:13][CH2:12][N:11]([C:14]([O:16][C:17]([CH3:20])([CH3:19])[CH3:18])=[O:15])[CH2:10][CH2:9]2)[CH:5]=[CH:6][CH:7]=1.C(N(CC)CC)C.[C:28](Cl)(=[O:30])[CH3:29]. The catalyst is C1COCC1. The product is [C:28]([NH:1][C:2]1[CH:3]=[C:4]([CH:8]2[CH2:9][CH2:10][N:11]([C:14]([O:16][C:17]([CH3:20])([CH3:19])[CH3:18])=[O:15])[CH2:12][CH2:13]2)[CH:5]=[CH:6][CH:7]=1)(=[O:30])[CH3:29]. The yield is 0.990.